Dataset: Catalyst prediction with 721,799 reactions and 888 catalyst types from USPTO. Task: Predict which catalyst facilitates the given reaction. (1) Reactant: [OH:1][C@@H:2]1[CH2:7][CH2:6][C@H:5]([N:8]2[C:13](=[O:14])[C:12]([CH2:15][C:16]3[CH:21]=[CH:20][C:19]([C:22]4[C:23]([C:28]#[N:29])=[CH:24][CH:25]=[CH:26][CH:27]=4)=[CH:18][CH:17]=3)=[C:11]([CH2:30][CH2:31][CH3:32])[N:10]3[N:33]=[CH:34][N:35]=[C:9]23)[CH2:4][CH2:3]1.[Si:36]([O:43][C:44]1[CH:49]=[CH:48][C:47](O)=[CH:46][CH:45]=1)([C:39]([CH3:42])([CH3:41])[CH3:40])([CH3:38])[CH3:37].C1(P(C2C=CC=CC=2)C2C=CC=CC=2)C=CC=CC=1.N(C(OC(C)C)=O)=NC(OC(C)C)=O.Cl. Product: [Si:36]([O:43][C:44]1[CH:45]=[CH:46][C:47]([O:1][C@H:2]2[CH2:7][CH2:6][C@H:5]([N:8]3[C:13](=[O:14])[C:12]([CH2:15][C:16]4[CH:21]=[CH:20][C:19]([C:22]5[C:23]([C:28]#[N:29])=[CH:24][CH:25]=[CH:26][CH:27]=5)=[CH:18][CH:17]=4)=[C:11]([CH2:30][CH2:31][CH3:32])[N:10]4[N:33]=[CH:34][N:35]=[C:9]34)[CH2:4][CH2:3]2)=[CH:48][CH:49]=1)([C:39]([CH3:42])([CH3:41])[CH3:40])([CH3:38])[CH3:37]. The catalyst class is: 7. (2) Reactant: [H-].[H-].[H-].[H-].[Li+].[Al+3].[CH3:7][N:8]1[CH2:13][CH2:12][N:11]([C:14](=O)[CH2:15][CH2:16][C:17]2[C:25]3[C:24](=O)[CH2:23][CH2:22][CH2:21][C:20]=3[NH:19][CH:18]=2)[CH2:10][CH2:9]1.O. Product: [CH3:7][N:8]1[CH2:9][CH2:10][N:11]([CH2:14][CH2:15][CH2:16][C:17]2[C:25]3[CH2:24][CH2:23][CH2:22][CH2:21][C:20]=3[NH:19][CH:18]=2)[CH2:12][CH2:13]1. The catalyst class is: 464. (3) Reactant: Cl[C:2]1[N:7]=[C:6]([C:8]2[CH:9]=[C:10]([CH:20]=[C:21]([F:24])[C:22]=2[CH3:23])[C:11]([NH:13][C:14]2[N:18]([CH3:19])[N:17]=[CH:16][CH:15]=2)=[O:12])[CH:5]=[CH:4][C:3]=1[C:25]([C:27]1[CH:32]=[CH:31][C:30]([F:33])=[CH:29][CH:28]=1)=O.[CH3:34][NH:35][NH2:36]. Product: [F:24][C:21]1[CH:20]=[C:10]([CH:9]=[C:8]([C:6]2[N:7]=[C:2]3[N:35]([CH3:34])[N:36]=[C:25]([C:27]4[CH:32]=[CH:31][C:30]([F:33])=[CH:29][CH:28]=4)[C:3]3=[CH:4][CH:5]=2)[C:22]=1[CH3:23])[C:11]([NH:13][C:14]1[N:18]([CH3:19])[N:17]=[CH:16][CH:15]=1)=[O:12]. The catalyst class is: 20.